Task: Predict which catalyst facilitates the given reaction.. Dataset: Catalyst prediction with 721,799 reactions and 888 catalyst types from USPTO (1) Reactant: [OH:1][C:2]1([CH2:20][N:21]([CH3:31])[C:22]2[CH:30]=[CH:29][C:25]([C:26]([OH:28])=[O:27])=[CH:24][CH:23]=2)[CH2:7][CH2:6][N:5]([CH2:8][CH2:9][C:10]2[CH:15]=[CH:14][C:13]([S:16]([CH3:19])(=[O:18])=[O:17])=[CH:12][CH:11]=2)[CH2:4][CH2:3]1.[ClH:32]. Product: [ClH:32].[OH:1][C:2]1([CH2:20][N:21]([CH3:31])[C:22]2[CH:23]=[CH:24][C:25]([C:26]([OH:28])=[O:27])=[CH:29][CH:30]=2)[CH2:7][CH2:6][N:5]([CH2:8][CH2:9][C:10]2[CH:11]=[CH:12][C:13]([S:16]([CH3:19])(=[O:17])=[O:18])=[CH:14][CH:15]=2)[CH2:4][CH2:3]1. The catalyst class is: 74. (2) Reactant: [C:1]([C:3]1[CH:4]=[CH:5][C:6]2[O:7][CH2:8][CH2:9][C:10]3[CH:16]=[C:15]([C:17]4[N:18]([C:22]5[CH:27]=[CH:26][C:25]([F:28])=[CH:24][C:23]=5[F:29])[N:19]=[CH:20][N:21]=4)[S:14][C:11]=3[C:12]=2[N:13]=1)#[N:2].OO.C(=O)([O-])[O-:33].[K+].[K+]. Product: [C:1]([C:3]1[CH:4]=[CH:5][C:6]2[O:7][CH2:8][CH2:9][C:10]3[CH:16]=[C:15]([C:17]4[N:18]([C:22]5[CH:27]=[CH:26][C:25]([F:28])=[CH:24][C:23]=5[F:29])[N:19]=[CH:20][N:21]=4)[S:14][C:11]=3[C:12]=2[N:13]=1)(=[O:33])[NH2:2]. The catalyst class is: 374. (3) Reactant: [Cl:1][C:2]1[C:3]([CH3:12])=[C:4]([C:8]([Cl:11])=[CH:9][CH:10]=1)[CH:5]=[N:6][OH:7].[CH2:13]=[CH2:14].[O-]Cl.[Na+]. Product: [Cl:1][C:2]1[C:3]([CH3:12])=[C:4]([C:5]2[CH2:14][CH2:13][O:7][N:6]=2)[C:8]([Cl:11])=[CH:9][CH:10]=1. The catalyst class is: 2. (4) Reactant: [Cl:1][C:2]1[CH:10]=[CH:9][CH:8]=[C:7]([Cl:11])[C:3]=1[C:4](Cl)=[O:5].[F:12][C:13]1[CH:14]=[N:15][CH:16]=[C:17]([F:20])[C:18]=1[NH2:19]. Product: [Cl:1][C:2]1[CH:10]=[CH:9][CH:8]=[C:7]([Cl:11])[C:3]=1[C:4]([N:19]([C:4](=[O:5])[C:3]1[C:2]([Cl:1])=[CH:10][CH:9]=[CH:8][C:7]=1[Cl:11])[C:18]1[C:17]([F:20])=[CH:16][N:15]=[CH:14][C:13]=1[F:12])=[O:5]. The catalyst class is: 17. (5) Reactant: N[C@H:2]([C:7]1[CH:12]=[CH:11][CH:10]=[CH:9][CH:8]=1)[C:3]([O:5][CH3:6])=[O:4].[BrH:13].N([O-])=O.[Na+]. Product: [Br:13][C@@H:2]([C:7]1[CH:12]=[CH:11][CH:10]=[CH:9][CH:8]=1)[C:3]([O:5][CH3:6])=[O:4]. The catalyst class is: 6. (6) Reactant: [F:1][C:2]1[CH:37]=[C:36]([F:38])[CH:35]=[C:34]([F:39])[C:3]=1[CH2:4][N:5]1[C:13]([C:14]2[CH:19]=[CH:18][C:17]([N:20]3[CH2:29][CH2:28][C:23]4(OCC[O:24]4)[CH2:22][CH2:21]3)=[CH:16][CH:15]=2)=[C:12]2[C:7]([C:8]([C:30]([F:33])([F:32])[F:31])=[CH:9][CH:10]=[CH:11]2)=[N:6]1. Product: [F:1][C:2]1[CH:37]=[C:36]([F:38])[CH:35]=[C:34]([F:39])[C:3]=1[CH2:4][N:5]1[C:13]([C:14]2[CH:19]=[CH:18][C:17]([N:20]3[CH2:21][CH2:22][C:23](=[O:24])[CH2:28][CH2:29]3)=[CH:16][CH:15]=2)=[C:12]2[C:7]([C:8]([C:30]([F:33])([F:31])[F:32])=[CH:9][CH:10]=[CH:11]2)=[N:6]1. The catalyst class is: 106.